This data is from Peptide-MHC class I binding affinity with 185,985 pairs from IEDB/IMGT. The task is: Regression. Given a peptide amino acid sequence and an MHC pseudo amino acid sequence, predict their binding affinity value. This is MHC class I binding data. The peptide sequence is QYLFSLTYV. The MHC is HLA-B46:01 with pseudo-sequence HLA-B46:01. The binding affinity (normalized) is 0.0847.